From a dataset of Reaction yield outcomes from USPTO patents with 853,638 reactions. Predict the reaction yield, written as a fraction of the theoretical maximum amount of product (1.0 means a 100% yield; for example, 0.34 means a 34% yield). The reactants are [C:1]([C:3]1[CH:4]=[C:5]([N+:10]([O-])=O)[C:6]([CH3:9])=[N:7][CH:8]=1)#[CH:2].[CH3:13][N:14]1[CH2:19][CH2:18][NH:17][CH2:16][CH2:15]1. The catalyst is CCO.[OH-].[OH-].[Pd+2]. The product is [CH3:9][C:6]1[C:5]([NH2:10])=[CH:4][C:3]([CH2:1][CH2:2][N:17]2[CH2:18][CH2:19][N:14]([CH3:13])[CH2:15][CH2:16]2)=[CH:8][N:7]=1. The yield is 0.770.